From a dataset of Full USPTO retrosynthesis dataset with 1.9M reactions from patents (1976-2016). Predict the reactants needed to synthesize the given product. (1) Given the product [CH2:13]([O:15][C:16]([C:18]1[CH:19]2[N:43]([C:1]([O:4][C:62]([CH3:64])([CH3:63])[CH3:61])=[O:3])[CH:23]([CH2:24][C:25]=1[C:26]1[CH:31]=[CH:30][CH:29]=[C:28]([O:32][CH2:33][CH2:34][OH:35])[CH:27]=1)[CH2:22][N:21]([C:45]([O:47][C:48]([CH3:51])([CH3:50])[CH3:49])=[O:46])[CH2:20]2)=[O:17])[CH3:14], predict the reactants needed to synthesize it. The reactants are: [C:1]([O-:4])([OH:3])=O.[Na+].ClC(OC(Cl)C)=O.[CH2:13]([O:15][C:16]([C:18]1[CH:19]2[N:43](C)[CH:23]([CH2:24][C:25]=1[C:26]1[CH:31]=[CH:30][CH:29]=[C:28]([O:32][CH2:33][CH2:34][O:35][Si](C(C)(C)C)(C)C)[CH:27]=1)[CH2:22][N:21]([C:45]([O:47][C:48]([CH3:51])([CH3:50])[CH3:49])=[O:46])[CH2:20]2)=[O:17])[CH3:14].CCN(C(C)C)C(C)C.[CH3:61][C:62](OC(OC(O[C:62]([CH3:64])([CH3:63])[CH3:61])=O)=O)([CH3:64])[CH3:63]. (2) Given the product [F:13][C:9]1[C:8]([F:14])=[C:7]2[C:12]([C:3]([CH2:2][N:21]3[C:22]4[CH:28]=[CH:27][CH:26]=[CH:25][C:23]=4[N:24]=[C:20]3[CH:18]3[CH2:19][CH:17]3[CH3:16])=[CH:4][C:5](=[O:15])[NH:6]2)=[CH:11][CH:10]=1, predict the reactants needed to synthesize it. The reactants are: Br[CH2:2][C:3]1[C:12]2[C:7](=[C:8]([F:14])[C:9]([F:13])=[CH:10][CH:11]=2)[NH:6][C:5](=[O:15])[CH:4]=1.[CH3:16][CH:17]1[CH2:19][CH:18]1[C:20]1[NH:24][C:23]2[CH:25]=[CH:26][CH:27]=[CH:28][C:22]=2[N:21]=1. (3) Given the product [C:35]1([OH:36])[C:29]2[C:31](=[CH:43][CH:42]=[CH:27][CH:28]=2)[CH:32]=[CH:33][CH:34]=1, predict the reactants needed to synthesize it. The reactants are: C1C(N)=CC=C(N)C=1.C[C:28]1[C:27]([CH2:42][CH2:43]C(O)=O)=C(CC2N[C:29](/[CH:31]=[C:32]3/[C:33](C=C)=[C:34](C)[C:35](N/3)=[O:36])=[C:28](C)[C:27]=2[CH2:42][CH2:43]C(O)=O)N[C:29]=1/[CH:31]=[C:32]1/[C:33](C)=[C:34](C=C)[C:35](N/1)=[O:36]. (4) Given the product [CH3:15][C:7]1[C:6]2[C:16](=[O:18])[NH:1][CH2:2][CH2:3][O:4][C:5]=2[CH:10]=[N:9][C:8]=1[O:11][CH:12]([CH3:14])[CH3:13], predict the reactants needed to synthesize it. The reactants are: [NH2:1][CH2:2][CH2:3][O:4][C:5]1[C:6]([C:16]([O:18]C)=O)=[C:7]([CH3:15])[C:8]([O:11][CH:12]([CH3:14])[CH3:13])=[N:9][CH:10]=1.CC[O-].[Na+]. (5) Given the product [CH2:31]([C:33]1[S:34][C:35]([C:38]2([OH:45])[CH2:39][CH2:40][CH:41]([N:8]3[CH2:9][CH:10]([NH:12][C:13](=[O:30])[CH2:14][NH:15][C:16]4[C:24]5[C:19](=[CH:20][CH:21]=[C:22]([C:25]([F:27])([F:26])[F:28])[CH:23]=5)[N:18]([CH3:29])[N:17]=4)[CH2:11]3)[CH2:42][CH2:43]2)=[CH:36][N:37]=1)[CH3:32], predict the reactants needed to synthesize it. The reactants are: OC(C(F)(F)F)=O.[NH:8]1[CH2:11][CH:10]([NH:12][C:13](=[O:30])[CH2:14][NH:15][C:16]2[C:24]3[C:19](=[CH:20][CH:21]=[C:22]([C:25]([F:28])([F:27])[F:26])[CH:23]=3)[N:18]([CH3:29])[N:17]=2)[CH2:9]1.[CH2:31]([C:33]1[S:34][C:35]([C:38]2([OH:45])[CH2:43][CH2:42][C:41](=O)[CH2:40][CH2:39]2)=[CH:36][N:37]=1)[CH3:32]. (6) Given the product [CH:1]([N:14]1[CH2:17][CH:16]([CH2:18][O:19][C:20]2[C:32]([CH:33]3[CH2:35][CH2:34]3)=[CH:31][C:23]([C:24]([OH:26])=[O:25])=[C:22]([F:36])[CH:21]=2)[CH2:15]1)([C:8]1[CH:13]=[CH:12][CH:11]=[CH:10][CH:9]=1)[C:2]1[CH:7]=[CH:6][CH:5]=[CH:4][CH:3]=1, predict the reactants needed to synthesize it. The reactants are: [CH:1]([N:14]1[CH2:17][C:16]([CH2:18][O:19][C:20]2[C:32]([CH:33]3[CH2:35][CH2:34]3)=[CH:31][C:23]([C:24]([O:26]C(C)(C)C)=[O:25])=[C:22]([F:36])[CH:21]=2)=[CH:15]1)([C:8]1[CH:13]=[CH:12][CH:11]=[CH:10][CH:9]=1)[C:2]1[CH:7]=[CH:6][CH:5]=[CH:4][CH:3]=1.[OH-].[K+]. (7) Given the product [NH2:68][C:62]([CH3:61])([CH2:65][CH2:66][CH3:67])[CH2:63][NH:64][C:17]([C:13]1[N:8]2[CH:9]=[C:10]([CH3:12])[CH:11]=[C:6]([O:5][CH2:4][C:3]3[C:20]([O:24][CH3:25])=[CH:21][CH:22]=[CH:23][C:2]=3[F:1])[C:7]2=[N:15][C:14]=1[CH3:16])=[O:18], predict the reactants needed to synthesize it. The reactants are: [F:1][C:2]1[CH:23]=[CH:22][CH:21]=[C:20]([O:24][CH3:25])[C:3]=1[CH2:4][O:5][C:6]1[C:7]2[N:8]([C:13]([C:17](O)=[O:18])=[C:14]([CH3:16])[N:15]=2)[CH:9]=[C:10]([CH3:12])[CH:11]=1.CN(C(ON1N=NC2C=CC=NC1=2)=[N+](C)C)C.F[P-](F)(F)(F)(F)F.C(N(CC)C(C)C)(C)C.Cl.Cl.[CH3:61][C:62]([NH2:68])([CH2:65][CH2:66][CH3:67])[CH2:63][NH2:64]. (8) Given the product [CH3:13][C:10]1[N:9]=[C:8]([C:5]2[N:4]=[N:3][C:2]([N:28]3[CH2:27][CH2:26][C:24]4([O:23][N:22]=[C:21]([C:15]5[CH:16]=[CH:17][CH:18]=[CH:19][CH:20]=5)[CH2:25]4)[CH2:30][CH2:29]3)=[CH:7][CH:6]=2)[S:12][N:11]=1, predict the reactants needed to synthesize it. The reactants are: Cl[C:2]1[N:3]=[N:4][C:5]([C:8]2[S:12][N:11]=[C:10]([CH3:13])[N:9]=2)=[CH:6][CH:7]=1.Cl.[C:15]1([C:21]2[CH2:25][C:24]3([CH2:30][CH2:29][NH:28][CH2:27][CH2:26]3)[O:23][N:22]=2)[CH:20]=[CH:19][CH:18]=[CH:17][CH:16]=1.C(=O)([O-])[O-].[K+].[K+].